Dataset: Catalyst prediction with 721,799 reactions and 888 catalyst types from USPTO. Task: Predict which catalyst facilitates the given reaction. Reactant: [C:1]([C:3]1[CH:12]=[CH:11][CH:10]=[C:9]2[C:4]=1[CH2:5][CH2:6][CH2:7][C@@H:8]2[NH:13][C:14](=[O:20])[O:15][C:16]([CH3:19])([CH3:18])[CH3:17])#[N:2].Cl.[NH2:22][OH:23].CCN(CC)CC. Product: [OH:23][NH:22][C:1]([C:3]1[CH:12]=[CH:11][CH:10]=[C:9]2[C:4]=1[CH2:5][CH2:6][CH2:7][C@@H:8]2[NH:13][C:14](=[O:20])[O:15][C:16]([CH3:18])([CH3:17])[CH3:19])=[NH:2]. The catalyst class is: 14.